Dataset: Full USPTO retrosynthesis dataset with 1.9M reactions from patents (1976-2016). Task: Predict the reactants needed to synthesize the given product. (1) Given the product [Br:8][C:6]1[CH:7]=[C:2]([NH:9][C:10]2[CH:24]=[CH:23][C:13]([C:14]([C:16]3[CH:21]=[CH:20][CH:19]=[CH:18][C:17]=3[CH3:22])=[O:15])=[C:12]([Cl:25])[CH:11]=2)[CH:3]=[N:4][CH:5]=1, predict the reactants needed to synthesize it. The reactants are: Br[C:2]1[CH:3]=[N:4][CH:5]=[C:6]([Br:8])[CH:7]=1.[NH2:9][C:10]1[CH:24]=[CH:23][C:13]([C:14]([C:16]2[CH:21]=[CH:20][CH:19]=[CH:18][C:17]=2[CH3:22])=[O:15])=[C:12]([Cl:25])[CH:11]=1.C(O[Na])(C)(C)C. (2) Given the product [CH:1]1([C:4]2[O:8][N:7]=[C:6]([C:9]3[N:10]([CH3:24])[CH:11]=[C:12]([C:14]4[CH:15]=[CH:16][C:17]([C:20]([OH:23])([CH3:21])[CH3:22])=[N:18][CH:19]=4)[N:13]=3)[CH:5]=2)[CH2:3][CH2:2]1, predict the reactants needed to synthesize it. The reactants are: [CH:1]1([C:4]2[O:8][N:7]=[C:6]([C:9]3[NH:10][CH:11]=[C:12]([C:14]4[CH:15]=[CH:16][C:17]([C:20]([OH:23])([CH3:22])[CH3:21])=[N:18][CH:19]=4)[N:13]=3)[CH:5]=2)[CH2:3][CH2:2]1.[C:24](=O)([O-])[O-].[Cs+].[Cs+].CI. (3) Given the product [Cl:8][C:6]1[C:5]([C:9]([F:12])([F:11])[F:10])=[CH:4][N:3]=[C:2]([NH:18][C:19]2[CH:20]=[CH:21][C:22]([CH:25]3[CH2:30][CH2:29][CH2:28][N:27]([C:31]([O:33][C:34]([CH3:37])([CH3:36])[CH3:35])=[O:32])[CH2:26]3)=[CH:23][CH:24]=2)[N:7]=1, predict the reactants needed to synthesize it. The reactants are: Cl[C:2]1[N:7]=[C:6]([Cl:8])[C:5]([C:9]([F:12])([F:11])[F:10])=[CH:4][N:3]=1.C(OCC)C.[NH2:18][C:19]1[CH:24]=[CH:23][C:22]([CH:25]2[CH2:30][CH2:29][CH2:28][N:27]([C:31]([O:33][C:34]([CH3:37])([CH3:36])[CH3:35])=[O:32])[CH2:26]2)=[CH:21][CH:20]=1.C(N(CC)CC)C.